From a dataset of Forward reaction prediction with 1.9M reactions from USPTO patents (1976-2016). Predict the product of the given reaction. Given the reactants C1C(=O)N([Br:8])C(=O)C1.CC(N=NC(C#N)(C)C)(C#N)C.C(Cl)(Cl)(Cl)Cl.[Si:26]([O:33][C:34]1[C:35]([O:44][CH3:45])=[CH:36][C:37]2[S:41][C:40]([CH3:42])=[N:39][C:38]=2[CH:43]=1)([C:29]([CH3:32])([CH3:31])[CH3:30])([CH3:28])[CH3:27], predict the reaction product. The product is: [Br:8][CH2:42][C:40]1[S:41][C:37]2[CH:36]=[C:35]([O:44][CH3:45])[C:34]([O:33][Si:26]([C:29]([CH3:32])([CH3:31])[CH3:30])([CH3:28])[CH3:27])=[CH:43][C:38]=2[N:39]=1.